From a dataset of Full USPTO retrosynthesis dataset with 1.9M reactions from patents (1976-2016). Predict the reactants needed to synthesize the given product. (1) Given the product [NH2:12][C:13]1[N:14]=[C:15]([N:24]2[CH2:25][CH2:26][N:27]([C:30](=[O:40])[CH2:31][O:32][C:33]3[CH:38]=[CH:37][C:36]([Cl:39])=[CH:35][CH:34]=3)[CH2:28][CH2:29]2)[C:16]2[N:22]=[C:21]([C:3]3[CH:4]=[CH:5][CH:6]=[C:7]([Cl:8])[C:2]=3[Cl:1])[CH:20]=[CH:19][C:17]=2[N:18]=1, predict the reactants needed to synthesize it. The reactants are: [Cl:1][C:2]1[C:7]([Cl:8])=[CH:6][CH:5]=[CH:4][C:3]=1B(O)O.[NH2:12][C:13]1[N:14]=[C:15]([N:24]2[CH2:29][CH2:28][N:27]([C:30](=[O:40])[CH2:31][O:32][C:33]3[CH:38]=[CH:37][C:36]([Cl:39])=[CH:35][CH:34]=3)[CH2:26][CH2:25]2)[C:16]2[N:22]=[C:21](Cl)[CH:20]=[CH:19][C:17]=2[N:18]=1. (2) Given the product [C:42]([O:46][C:47]([NH:49][C:50]1([C:54]([NH:36][C@H:35]([C:34]([N:33]([C@@H:28]([C@@H:29]([CH3:32])[CH2:30][CH3:31])[C@H:3]([O:2][CH3:1])[CH2:4][C:5]([N:7]2[CH2:11][CH2:10][CH2:9][C@H:8]2[C@H:12]([O:26][CH3:27])[C@@H:13]([CH3:25])[C:14](=[O:24])[NH:15][CH2:16][CH2:17][C:18]2[CH:19]=[CH:20][CH:21]=[CH:22][CH:23]=2)=[O:6])[CH3:41])=[O:40])[CH:37]([CH3:39])[CH3:38])=[O:55])[CH2:51][O:52][CH2:53]1)=[O:48])([CH3:45])([CH3:44])[CH3:43], predict the reactants needed to synthesize it. The reactants are: [CH3:1][O:2][C@@H:3]([C@@H:28]([N:33]([CH3:41])[C:34](=[O:40])[C@H:35]([CH:37]([CH3:39])[CH3:38])[NH2:36])[C@@H:29]([CH3:32])[CH2:30][CH3:31])[CH2:4][C:5]([N:7]1[CH2:11][CH2:10][CH2:9][C@H:8]1[C@H:12]([O:26][CH3:27])[C@@H:13]([CH3:25])[C:14](=[O:24])[NH:15][CH2:16][CH2:17][C:18]1[CH:23]=[CH:22][CH:21]=[CH:20][CH:19]=1)=[O:6].[C:42]([O:46][C:47]([NH:49][C:50]1([C:54](O)=[O:55])[CH2:53][O:52][CH2:51]1)=[O:48])([CH3:45])([CH3:44])[CH3:43].C(N(C(C)C)CC)(C)C.CN(C(ON1N=NC2C=CC=NC1=2)=[N+](C)C)C.F[P-](F)(F)(F)(F)F. (3) The reactants are: [NH:1]1[CH2:6][CH2:5][CH2:4][CH:3]([O:7][C:8]2[CH:13]=[CH:12][C:11]([NH:14][C:15]([C:17]3[N:18]=[C:19]([C:26]4[CH:31]=[CH:30][CH:29]=[CH:28][CH:27]=4)[O:20][C:21]=3[C:22]([F:25])([F:24])[F:23])=[O:16])=[CH:10][CH:9]=2)[CH2:2]1.[CH3:32][C:33]1([CH3:41])[CH2:38][C:37](=[O:39])[O:36][C:35](=[O:40])[CH2:34]1.C(N(CC)CC)C. Given the product [CH3:32][C:33]([CH3:41])([CH2:38][C:37](=[O:39])[N:1]1[CH2:6][CH2:5][CH2:4][CH:3]([O:7][C:8]2[CH:13]=[CH:12][C:11]([NH:14][C:15]([C:17]3[N:18]=[C:19]([C:26]4[CH:31]=[CH:30][CH:29]=[CH:28][CH:27]=4)[O:20][C:21]=3[C:22]([F:25])([F:23])[F:24])=[O:16])=[CH:10][CH:9]=2)[CH2:2]1)[CH2:34][C:35]([OH:40])=[O:36], predict the reactants needed to synthesize it. (4) Given the product [CH3:24][C:23]1[N:1]([C:2]2[CH:3]=[CH:4][C:5]([CH2:8][C:9]([O:11][CH2:12][CH3:13])=[O:10])=[N:6][CH:7]=2)[N:27]=[N:26][N:25]=1, predict the reactants needed to synthesize it. The reactants are: [NH2:1][C:2]1[CH:3]=[CH:4][C:5]([CH2:8][C:9]([O:11][CH2:12][CH3:13])=[O:10])=[N:6][CH:7]=1.C(O[CH2:23][CH3:24])(OCC)(OCC)C.[N-:25]=[N+:26]=[N-:27].[Na+].